Dataset: Reaction yield outcomes from USPTO patents with 853,638 reactions. Task: Predict the reaction yield, written as a fraction of the theoretical maximum amount of product (1.0 means a 100% yield; for example, 0.34 means a 34% yield). (1) The reactants are Cl[CH2:2][C:3]([NH:5][C@H:6]([CH:25]([CH3:27])[CH3:26])[C:7]([N:9]1[CH2:14][CH2:13][C@@:12]([C:16]2[CH:21]=[CH:20][C:19]([Cl:22])=[CH:18][CH:17]=2)([OH:15])[C:11]([CH3:24])([CH3:23])[CH2:10]1)=[O:8])=[O:4].C(=O)([O-])[O-].[K+].[K+].[OH:34][C:35]1[CH:44]=[CH:43][CH:42]=[CH:41][C:36]=1[C:37]([O:39][CH3:40])=[O:38].CS(C)=O. The catalyst is CCOC(C)=O. The product is [Cl:22][C:19]1[CH:20]=[CH:21][C:16]([C@@:12]2([OH:15])[CH2:13][CH2:14][N:9]([C:7](=[O:8])[C@H:6]([NH:5][C:3](=[O:4])[CH2:2][O:34][C:35]3[CH:44]=[CH:43][CH:42]=[CH:41][C:36]=3[C:37]([O:39][CH3:40])=[O:38])[CH:25]([CH3:27])[CH3:26])[CH2:10][C:11]2([CH3:23])[CH3:24])=[CH:17][CH:18]=1. The yield is 0.400. (2) The yield is 0.850. The product is [CH3:11][C:3]1[CH:4]=[C:5]([N+:8]([O-:10])=[O:9])[CH:6]=[CH:7][C:2]=1[C:19]1[O:18][C:17]([C:2]2[CH:7]=[CH:6][C:5]([N+:8]([O-:10])=[O:9])=[CH:4][C:3]=2[CH3:11])=[CH:21][CH:20]=1. The catalyst is O1CCOCC1. The reactants are Br[C:2]1[CH:7]=[CH:6][C:5]([N+:8]([O-:10])=[O:9])=[CH:4][C:3]=1[CH3:11].C([Sn](CCCC)(CCCC)[C:17]1[O:18][C:19]([Sn](CCCC)(CCCC)CCCC)=[CH:20][CH:21]=1)CCC. (3) The reactants are [NH2:1][CH2:2][C:3]1([C:9]([NH:11][O:12][C@@H:13]([CH2:24][C:25]2[CH:30]=[CH:29][C:28]([O:31][CH2:32][C:33]3[CH:38]=[CH:37][CH:36]=[CH:35][CH:34]=3)=[CH:27][CH:26]=2)[C:14]([O:16][CH2:17][C:18]2[CH:23]=[CH:22][CH:21]=[CH:20][CH:19]=2)=[O:15])=[O:10])[CH2:8][CH2:7][CH2:6][CH2:5][CH2:4]1.[CH2:39]([N:46]=[C:47]=[O:48])[C:40]1[CH:45]=[CH:44][CH:43]=[CH:42][CH:41]=1.C(N(CC)CC)C. The catalyst is ClCCl. The product is [CH2:32]([O:31][C:28]1[CH:29]=[CH:30][C:25]([CH2:24][C@H:13]([O:12][NH:11][C:9]([C:3]2([CH2:2][NH:1][C:47]([NH:46][CH2:39][C:40]3[CH:45]=[CH:44][CH:43]=[CH:42][CH:41]=3)=[O:48])[CH2:4][CH2:5][CH2:6][CH2:7][CH2:8]2)=[O:10])[C:14]([O:16][CH2:17][C:18]2[CH:19]=[CH:20][CH:21]=[CH:22][CH:23]=2)=[O:15])=[CH:26][CH:27]=1)[C:33]1[CH:34]=[CH:35][CH:36]=[CH:37][CH:38]=1. The yield is 0.410. (4) The reactants are [CH2:1]([C:3]1[N:4]=[C:5]([CH2:25][CH2:26][CH3:27])[N:6]([CH2:10][C:11]2[CH:16]=[CH:15][C:14]([C:17]3[C:18]([C:23]#[N:24])=[CH:19][CH:20]=[CH:21][CH:22]=3)=[CH:13][CH:12]=2)[C:7](=[O:9])[CH:8]=1)[CH3:2].C([O-])(=O)C.[Na+].[Br:33]Br. The catalyst is C(O)(=O)C.C(OCC)(=O)C. The product is [Br:33][C:8]1[C:7](=[O:9])[N:6]([CH2:10][C:11]2[CH:16]=[CH:15][C:14]([C:17]3[C:18]([C:23]#[N:24])=[CH:19][CH:20]=[CH:21][CH:22]=3)=[CH:13][CH:12]=2)[C:5]([CH2:25][CH2:26][CH3:27])=[N:4][C:3]=1[CH2:1][CH3:2]. The yield is 0.710. (5) The reactants are [CH3:1][N:2]1[CH:6]=[C:5]([NH2:7])[N:4]=[N:3]1.Br[C:9]1[C:10](=[O:17])[N:11]([CH3:16])[CH:12]=[C:13]([Br:15])[CH:14]=1. No catalyst specified. The product is [Br:15][C:13]1[CH:14]=[C:9]([NH:7][C:5]2[N:4]=[N:3][N:2]([CH3:1])[CH:6]=2)[C:10](=[O:17])[N:11]([CH3:16])[CH:12]=1. The yield is 0.520. (6) The reactants are [Br:1][C:2]1[CH:8]=[C:7]([CH3:9])[C:5]([NH2:6])=[C:4]([CH3:10])[CH:3]=1.[CH:11]1([CH2:16][C:17](Cl)=[O:18])[CH2:15][CH2:14][CH2:13][CH2:12]1.O1CCCC1.C(=O)([O-])[O-].[K+].[K+]. The catalyst is C(#N)C. The product is [Br:1][C:2]1[CH:8]=[C:7]([CH3:9])[C:5]([NH:6][C:17](=[O:18])[CH2:16][CH:11]2[CH2:15][CH2:14][CH2:13][CH2:12]2)=[C:4]([CH3:10])[CH:3]=1. The yield is 1.00.